This data is from Reaction yield outcomes from USPTO patents with 853,638 reactions. The task is: Predict the reaction yield, written as a fraction of the theoretical maximum amount of product (1.0 means a 100% yield; for example, 0.34 means a 34% yield). The product is [Br:1][C:2]1[CH:8]=[C:7]2[C:5](=[CH:4][CH:3]=1)[NH:6][C@@H:12]([CH:9]1[CH2:10][CH2:11]1)[C@H:32]([CH3:33])[C@H:31]2[NH:34][C:35](=[O:44])[O:36][CH2:37][C:38]1[CH:39]=[CH:40][CH:41]=[CH:42][CH:43]=1. The reactants are [Br:1][C:2]1[CH:8]=[CH:7][C:5]([NH2:6])=[CH:4][CH:3]=1.[CH:9]1([CH:12]=O)[CH2:11][CH2:10]1.P(O)(OC1C=CC=CC=1)(OC1C=CC=CC=1)=O.[CH:31](/[NH:34][C:35](=[O:44])[O:36][CH2:37][C:38]1[CH:43]=[CH:42][CH:41]=[CH:40][CH:39]=1)=[CH:32]\[CH3:33]. The yield is 0.840. The catalyst is ClCCl.